This data is from Forward reaction prediction with 1.9M reactions from USPTO patents (1976-2016). The task is: Predict the product of the given reaction. Given the reactants Cl[C:2]1[C:11]2[C:6](=[CH:7][CH:8]=[C:9]([I:12])[CH:10]=2)[N:5]=[CH:4][N:3]=1.[NH2:13][CH2:14][CH2:15][OH:16], predict the reaction product. The product is: [I:12][C:9]1[CH:10]=[C:11]2[C:6](=[CH:7][CH:8]=1)[N:5]=[CH:4][N:3]=[C:2]2[NH:13][CH2:14][CH2:15][OH:16].